Dataset: Catalyst prediction with 721,799 reactions and 888 catalyst types from USPTO. Task: Predict which catalyst facilitates the given reaction. (1) Reactant: [CH2:1]([N:8]1[C:13](=[O:14])[CH:12]=[C:11]([O:15][CH2:16][C:17]2[CH:22]=[CH:21][CH:20]=[CH:19][CH:18]=2)[N:10]=[CH:9]1)[C:2]1[CH:7]=[CH:6][CH:5]=[CH:4][CH:3]=1.[Br:23]N1C(=O)CCC1=O. Product: [CH2:1]([N:8]1[C:13](=[O:14])[C:12]([Br:23])=[C:11]([O:15][CH2:16][C:17]2[CH:22]=[CH:21][CH:20]=[CH:19][CH:18]=2)[N:10]=[CH:9]1)[C:2]1[CH:3]=[CH:4][CH:5]=[CH:6][CH:7]=1. The catalyst class is: 9. (2) Reactant: [CH2:1]([NH:3][C@H:4]1[CH2:8][CH2:7][N:6]([C:9]2[C:14]([C:15]([O:17][CH:18]([CH3:20])[CH3:19])=[O:16])=[CH:13][CH:12]=[CH:11][N:10]=2)[CH2:5]1)[CH3:2].Br[CH2:22][C:23]1[CH:28]=[CH:27][C:26]([CH2:29][CH3:30])=[CH:25][CH:24]=1.C([O-])([O-])=O.[K+].[K+]. Product: [CH2:1]([N:3]([CH2:22][C:23]1[CH:28]=[CH:27][C:26]([CH2:29][CH3:30])=[CH:25][CH:24]=1)[C@H:4]1[CH2:8][CH2:7][N:6]([C:9]2[C:14]([C:15]([O:17][CH:18]([CH3:19])[CH3:20])=[O:16])=[CH:13][CH:12]=[CH:11][N:10]=2)[CH2:5]1)[CH3:2]. The catalyst class is: 21.